Predict the product of the given reaction. From a dataset of Forward reaction prediction with 1.9M reactions from USPTO patents (1976-2016). (1) Given the reactants [CH:1]1([CH:7]([C:9]2[S:13][C:12]([Br:14])=[N:11][C:10]=2[Br:15])O)[CH2:6][CH2:5][CH2:4][CH2:3][CH2:2]1.[SiH](CC)(CC)CC.C(O)(C(F)(F)F)=O, predict the reaction product. The product is: [Br:14][C:12]1[S:13][C:9]([CH2:7][CH:1]2[CH2:2][CH2:3][CH2:4][CH2:5][CH2:6]2)=[C:10]([Br:15])[N:11]=1. (2) Given the reactants Br[CH2:2][C:3]([O:5][CH3:6])=[O:4].[OH:7][C:8]1[CH:15]=[C:14]([O:16][CH3:17])[CH:13]=[CH:12][C:9]=1[CH:10]=O.C([O-])([O-])=O.[Cs+].[Cs+], predict the reaction product. The product is: [CH3:6][O:5][C:3]([C:2]1[O:7][C:8]2[CH:15]=[C:14]([O:16][CH3:17])[CH:13]=[CH:12][C:9]=2[CH:10]=1)=[O:4]. (3) Given the reactants [NH2:1][C:2]1[CH:3]=[C:4]([C:8]2[C:17]3[C:12](=[C:13]4[CH:21]=[CH:20][CH:19]=[CH:18][C:14]4=[CH:15][CH:16]=3)[NH:11][C:10](=[O:22])[N:9]=2)[CH:5]=[CH:6][CH:7]=1.CO.[ClH:25], predict the reaction product. The product is: [ClH:25].[NH2:1][C:2]1[CH:3]=[C:4]([C:8]2[C:17]3[C:12](=[C:13]4[CH:21]=[CH:20][CH:19]=[CH:18][C:14]4=[CH:15][CH:16]=3)[NH:11][C:10](=[O:22])[N:9]=2)[CH:5]=[CH:6][CH:7]=1. (4) Given the reactants [CH3:1][C:2]1[N:3]=[C:4]2[S:21][CH:20]=[CH:19][N:5]2[C:6](=[O:18])[C:7]=1[C:8]1[CH:13]=[CH:12][C:11]([C:14]([F:17])([F:16])[F:15])=[CH:10][CH:9]=1.[CH:22]1([CH2:25][O:26][C:27]2[CH:34]=[CH:33][C:30]([CH:31]=O)=[CH:29][C:28]=2[O:35][CH3:36])[CH2:24][CH2:23]1.[O-]CC.[Na+], predict the reaction product. The product is: [CH:22]1([CH2:25][O:26][C:27]2[CH:34]=[CH:33][C:30](/[CH:31]=[CH:1]/[C:2]3[N:3]=[C:4]4[S:21][CH:20]=[CH:19][N:5]4[C:6](=[O:18])[C:7]=3[C:8]3[CH:13]=[CH:12][C:11]([C:14]([F:17])([F:15])[F:16])=[CH:10][CH:9]=3)=[CH:29][C:28]=2[O:35][CH3:36])[CH2:23][CH2:24]1. (5) Given the reactants [CH:1]([C:4]1[CH:5]=[C:6]2[C:10](=[CH:11][CH:12]=1)[NH:9][N:8]=[CH:7]2)([CH3:3])[CH3:2].[OH-].[K+].[I:15]I.[O-]S([O-])=O.[Na+].[Na+], predict the reaction product. The product is: [I:15][C:7]1[C:6]2[C:10](=[CH:11][CH:12]=[C:4]([CH:1]([CH3:3])[CH3:2])[CH:5]=2)[NH:9][N:8]=1. (6) Given the reactants [CH3:1][NH:2][CH2:3][CH:4]1[CH2:9][CH2:8][O:7][CH2:6][CH2:5]1.C(N(CC)CC)C.[N:17]1[O:18][N:19]=[C:20]2[CH:25]=[C:24]([C:26](Cl)=[O:27])[CH:23]=[CH:22][C:21]=12, predict the reaction product. The product is: [CH3:1][N:2]([CH2:3][CH:4]1[CH2:9][CH2:8][O:7][CH2:6][CH2:5]1)[C:26]([C:24]1[CH:23]=[CH:22][C:21]2=[N:17][O:18][N:19]=[C:20]2[CH:25]=1)=[O:27]. (7) Given the reactants [Br:1][C:2]1[CH:3]=[C:4]([Cl:19])[C:5]([CH:8](C(OCC)=O)C(OCC)=O)=[N:6][CH:7]=1.Cl, predict the reaction product. The product is: [Br:1][C:2]1[CH:3]=[C:4]([Cl:19])[C:5]([CH3:8])=[N:6][CH:7]=1. (8) Given the reactants [CH2:1]([O:3][C:4](=[O:28])[C:5]1[CH:10]=[C:9]([Cl:11])[C:8]([CH3:12])=[CH:7][C:6]=1[N:13]([C:21]([O:23][C:24]([CH3:27])([CH3:26])[CH3:25])=[O:22])[C:14]([O:16][C:17]([CH3:20])([CH3:19])[CH3:18])=[O:15])[CH3:2].[Br:29]CC1C=C(C=CC=1S(CC)(=O)=O)C#N, predict the reaction product. The product is: [CH2:1]([O:3][C:4](=[O:28])[C:5]1[CH:10]=[C:9]([Cl:11])[C:8]([CH2:12][Br:29])=[CH:7][C:6]=1[N:13]([C:14]([O:16][C:17]([CH3:20])([CH3:19])[CH3:18])=[O:15])[C:21]([O:23][C:24]([CH3:27])([CH3:26])[CH3:25])=[O:22])[CH3:2].